This data is from Forward reaction prediction with 1.9M reactions from USPTO patents (1976-2016). The task is: Predict the product of the given reaction. Given the reactants Br[C:2]1[C:19]([CH:20]=[O:21])=[CH:18][CH:17]=[CH:16][C:3]=1[O:4][CH2:5][CH2:6][CH2:7][NH:8][C:9](=[O:15])[O:10][C:11]([CH3:14])([CH3:13])[CH3:12].[B:22]1([B:22]2[O:26][C:25]([CH3:28])([CH3:27])[C:24]([CH3:30])([CH3:29])[O:23]2)[O:26][C:25]([CH3:28])([CH3:27])[C:24]([CH3:30])([CH3:29])[O:23]1.CC([O-])=O.[K+].N#N, predict the reaction product. The product is: [CH:20]([C:19]1[C:2]([B:22]2[O:26][C:25]([CH3:28])([CH3:27])[C:24]([CH3:30])([CH3:29])[O:23]2)=[C:3]([CH:16]=[CH:17][CH:18]=1)[O:4][CH2:5][CH2:6][CH2:7][NH:8][C:9](=[O:15])[O:10][C:11]([CH3:14])([CH3:13])[CH3:12])=[O:21].